This data is from Full USPTO retrosynthesis dataset with 1.9M reactions from patents (1976-2016). The task is: Predict the reactants needed to synthesize the given product. (1) Given the product [Cl:1][C:2]1[CH:3]=[C:4]2[C:9](=[CH:10][CH:11]=1)[N:8]=[CH:7][CH:6]=[C:5]2[CH:12]=[O:13], predict the reactants needed to synthesize it. The reactants are: [Cl:1][C:2]1[CH:3]=[C:4]2[C:9](=[CH:10][CH:11]=1)[N:8]=[CH:7][CH:6]=[C:5]2[CH3:12].[O:13]1CCOCC1. (2) Given the product [CH3:10][O:9][C:7]1[C:6]([O:11][CH3:12])=[CH:5][C:4]2[NH:13][C:21](=[O:23])[CH2:22][N:1]=[C:2]([C:14]3[CH:19]=[CH:18][CH:17]=[CH:16][CH:15]=3)[C:3]=2[CH:8]=1, predict the reactants needed to synthesize it. The reactants are: [NH:1]=[C:2]([C:14]1[CH:19]=[CH:18][CH:17]=[CH:16][CH:15]=1)[C:3]1[CH:8]=[C:7]([O:9][CH3:10])[C:6]([O:11][CH3:12])=[CH:5][C:4]=1[NH2:13].Cl.[CH2:21]([O:23]C(=O)CN)[CH3:22]. (3) Given the product [Cl:1][C:2]1[CH:10]=[CH:9][C:5]([C:6](=[O:8])[NH:31][CH2:30][C:29]2[CH:32]=[CH:33][CH:34]=[CH:35][C:28]=2[Cl:27])=[CH:4][C:3]=1[NH:11][C:12]([C:14]1[C:15](=[O:26])[NH:16][C:17]2[C:22]([CH:23]=1)=[CH:21][N:20]=[C:19]([O:24][CH3:25])[CH:18]=2)=[O:13], predict the reactants needed to synthesize it. The reactants are: [Cl:1][C:2]1[CH:10]=[CH:9][C:5]([C:6]([OH:8])=O)=[CH:4][C:3]=1[NH:11][C:12]([C:14]1[C:15](=[O:26])[NH:16][C:17]2[C:22]([CH:23]=1)=[CH:21][N:20]=[C:19]([O:24][CH3:25])[CH:18]=2)=[O:13].[Cl:27][C:28]1[CH:35]=[CH:34][CH:33]=[CH:32][C:29]=1[CH2:30][NH2:31]. (4) Given the product [Cl:1][C:2]1[N:7]=[C:6]([N:19]2[CH2:20][CH2:21][N:16]([CH2:15][C:9]3[CH:10]=[CH:11][CH:12]=[CH:13][CH:14]=3)[CH2:17][CH2:18]2)[CH:5]=[CH:4][N:3]=1, predict the reactants needed to synthesize it. The reactants are: [Cl:1][C:2]1[N:7]=[C:6](Cl)[CH:5]=[CH:4][N:3]=1.[C:9]1([CH2:15][N:16]2[CH2:21][CH2:20][NH:19][CH2:18][CH2:17]2)[CH:14]=[CH:13][CH:12]=[CH:11][CH:10]=1.C(=O)([O-])[O-].[K+].[K+]. (5) Given the product [CH3:23][O:22][C:20]1[C:19]([O:24][CH3:25])=[CH:18][C:17]2[C:7]3[C:6](=[C:5]4[C:10](=[N:9][N:8]=3)[CH:11]=[C:12]3[O:13][CH2:1][O:2][C:3]3=[CH:4]4)[N:14]([CH2:28][CH2:29][CH2:30][CH3:31])[C:15](=[O:27])[C:16]=2[CH:21]=1, predict the reactants needed to synthesize it. The reactants are: [CH2:1]1[O:13][C:12]2[CH:11]=[C:10]3[C:5]([C:6]([N:14]([CH2:28][CH2:29][CH2:30][CH3:31])[C:15](=[O:27])[C:16]4[CH:21]=[C:20]([O:22][CH3:23])[C:19]([O:24][CH3:25])=[CH:18][C:17]=4I)=[CH:7][N:8]=[N:9]3)=[CH:4][C:3]=2[O:2]1.CC1C=CC=CC=1P(C1C=CC=CC=1C)C1C=CC=CC=1C.CO.